Dataset: Peptide-MHC class II binding affinity with 134,281 pairs from IEDB. Task: Regression. Given a peptide amino acid sequence and an MHC pseudo amino acid sequence, predict their binding affinity value. This is MHC class II binding data. (1) The peptide sequence is SYDLELSWNLNGLQAY. The MHC is HLA-DQA10301-DQB10302 with pseudo-sequence HLA-DQA10301-DQB10302. The binding affinity (normalized) is 0.345. (2) The peptide sequence is QNSNEVQEVFAKAFAYYIEP. The MHC is DRB1_0401 with pseudo-sequence DRB1_0401. The binding affinity (normalized) is 0.545. (3) The peptide sequence is ASTGGAYESYKFIPA. The MHC is DRB1_0405 with pseudo-sequence DRB1_0405. The binding affinity (normalized) is 0.479. (4) The peptide sequence is GKREKKLSEFGKAKG. The MHC is DRB1_1101 with pseudo-sequence DRB1_1101. The binding affinity (normalized) is 0.419. (5) The peptide sequence is MTSRFMTDPHAMRDM. The MHC is HLA-DPA10103-DPB10401 with pseudo-sequence HLA-DPA10103-DPB10401. The binding affinity (normalized) is 0.